Dataset: Full USPTO retrosynthesis dataset with 1.9M reactions from patents (1976-2016). Task: Predict the reactants needed to synthesize the given product. (1) Given the product [Br:1][C:2]1[CH:3]=[C:4]2[C:9](=[CH:10][CH:11]=1)[C:8](=[O:12])[NH:7][C:6](=[O:13])[C:5]2=[CH:14][NH:15][CH2:16][C:17]1[CH:18]=[C:19]([O:24][CH2:26][CH2:27][CH3:28])[CH:20]=[C:21]([OH:23])[CH:22]=1, predict the reactants needed to synthesize it. The reactants are: [Br:1][C:2]1[CH:3]=[C:4]2[C:9](=[CH:10][CH:11]=1)[C:8](=[O:12])[NH:7][C:6](=[O:13])/[C:5]/2=[CH:14]\[NH:15][CH2:16][C:17]1[CH:22]=[C:21]([OH:23])[CH:20]=[C:19]([OH:24])[CH:18]=1.I[CH2:26][CH2:27][CH3:28].C([O-])([O-])=O.[K+].[K+]. (2) The reactants are: [CH2:1]([CH:3]([CH2:10][CH2:11][CH2:12][CH3:13])[CH2:4][C:5]1[S:6][CH:7]=[CH:8][CH:9]=1)[CH3:2].C([Li])CCC.[CH2:19]([Sn:23](Cl)([CH2:28][CH2:29][CH2:30][CH3:31])[CH2:24][CH2:25][CH2:26][CH3:27])[CH2:20][CH2:21][CH3:22]. Given the product [CH2:28]([Sn:23]([CH2:19][CH2:20][CH2:21][CH3:22])([CH2:24][CH2:25][CH2:26][CH3:27])[C:7]1[S:6][C:5]([CH2:4][CH:3]([CH2:1][CH3:2])[CH2:10][CH2:11][CH2:12][CH3:13])=[CH:9][CH:8]=1)[CH2:29][CH2:30][CH3:31], predict the reactants needed to synthesize it.